Dataset: Peptide-MHC class II binding affinity with 134,281 pairs from IEDB. Task: Regression. Given a peptide amino acid sequence and an MHC pseudo amino acid sequence, predict their binding affinity value. This is MHC class II binding data. (1) The peptide sequence is DIDCWCYGVENVRVA. The MHC is DRB1_1301 with pseudo-sequence DRB1_1301. The binding affinity (normalized) is 0.510. (2) The peptide sequence is VPEDPEDSALLE. The MHC is DRB1_1501 with pseudo-sequence DRB1_1501. The binding affinity (normalized) is 0. (3) The peptide sequence is LTYQNKVVKVQRPTPKG. The MHC is DRB3_0101 with pseudo-sequence DRB3_0101. The binding affinity (normalized) is 0.221. (4) The binding affinity (normalized) is 0.185. The peptide sequence is FRQHINYVLARPKLR. The MHC is HLA-DQA10501-DQB10301 with pseudo-sequence HLA-DQA10501-DQB10301. (5) The peptide sequence is IPTAFSIGKTYKPEE. The MHC is DRB1_0301 with pseudo-sequence DRB1_0301. The binding affinity (normalized) is 0.161. (6) The peptide sequence is SPALFLSFLYTLELK. The MHC is DRB4_0101 with pseudo-sequence DRB4_0103. The binding affinity (normalized) is 0.374. (7) The peptide sequence is VLAIVALVVATIIAI. The MHC is HLA-DQA10102-DQB10502 with pseudo-sequence HLA-DQA10102-DQB10502. The binding affinity (normalized) is 0.398.